Dataset: HIV replication inhibition screening data with 41,000+ compounds from the AIDS Antiviral Screen. Task: Binary Classification. Given a drug SMILES string, predict its activity (active/inactive) in a high-throughput screening assay against a specified biological target. (1) The drug is CCOC(OC1=C(C#N)CCC1)C(C)[Se]c1ccccc1. The result is 1 (active). (2) The molecule is CC1CC(=O)Nc2ccccc2N1C(=O)CN1CCC(CCCCN(C)C)CC1. The result is 0 (inactive). (3) The drug is CC(C)(Oc1ccc2c(=O)cc(-c3ccc(Cl)cc3)oc2c1)C(=O)Nc1c(Cl)cccc1Cl. The result is 0 (inactive). (4) The molecule is O=S(=O)(c1ccccc1)c1ccccc1. The result is 1 (active). (5) The molecule is O=c1c(=Cc2ccco2)sc2nc3ccccc3n12. The result is 0 (inactive). (6) The compound is O=C(NNC(=O)c1ccccc1S)c1ccccc1S. The result is 1 (active). (7) The drug is CN(C)CCc1ccnc2nc(-c3ccc4ccccc4c3)cn12.I. The result is 0 (inactive). (8) The compound is Brc1ccc(C[N+]23CN4CN(CN(C4)C2)C3)cc1. The result is 0 (inactive).